From a dataset of Catalyst prediction with 721,799 reactions and 888 catalyst types from USPTO. Predict which catalyst facilitates the given reaction. (1) Reactant: [OH:1][C:2]1[CH:3]=[C:4]([CH:8]=[CH:9][C:10]=1[OH:11])[C:5]([OH:7])=O.CCN=C=NCCCN(C)C.CCN(C(C)C)C(C)C.C1C=CC2N(O)N=NC=2C=1.[NH2:42][CH2:43][CH2:44][CH2:45][CH2:46][CH2:47][NH:48][C:49](=[O:75])[CH2:50][C@@H:51]1[N:57]=[C:56]([C:58]2[CH:63]=[CH:62][C:61]([Cl:64])=[CH:60][CH:59]=2)[C:55]2[CH:65]=[C:66]([O:69][CH3:70])[CH:67]=[CH:68][C:54]=2[N:53]2[C:71]([CH3:74])=[N:72][N:73]=[C:52]12. Product: [Cl:64][C:61]1[CH:62]=[CH:63][C:58]([C:56]2[C:55]3[CH:65]=[C:66]([O:69][CH3:70])[CH:67]=[CH:68][C:54]=3[N:53]3[C:71]([CH3:74])=[N:72][N:73]=[C:52]3[C@H:51]([CH2:50][C:49]([NH:48][CH2:47][CH2:46][CH2:45][CH2:44][CH2:43][NH:42][C:5](=[O:7])[C:4]3[CH:8]=[CH:9][C:10]([OH:11])=[C:2]([OH:1])[CH:3]=3)=[O:75])[N:57]=2)=[CH:59][CH:60]=1. The catalyst class is: 3. (2) Reactant: Cl[CH2:2][C:3](=O)[CH3:4].[NH2:6][C:7]1[CH:12]=[CH:11][CH:10]=[CH:9][C:8]=1[C:13](=[S:15])[NH2:14]. Product: [CH3:4][C:3]1[N:14]=[C:13]([C:8]2[CH:9]=[CH:10][CH:11]=[CH:12][C:7]=2[NH2:6])[S:15][CH:2]=1. The catalyst class is: 8. (3) Reactant: [CH3:1][NH:2][C:3]([C:5]1[C:13]2[C:8](=[CH:9][C:10]([O:14]C)=[CH:11][CH:12]=2)[N:7]([CH3:16])[C:6]=1[CH2:17][CH3:18])=[O:4].B(Br)(Br)Br. Product: [CH3:1][NH:2][C:3]([C:5]1[C:13]2[C:8](=[CH:9][C:10]([OH:14])=[CH:11][CH:12]=2)[N:7]([CH3:16])[C:6]=1[CH2:17][CH3:18])=[O:4]. The catalyst class is: 2. (4) Reactant: C([O:3][C:4](=[O:17])[CH2:5][CH:6]1[O:10][B:9]([OH:11])[C:8]2[CH:12]=[C:13]([OH:16])[CH:14]=[CH:15][C:7]1=2)C.[H-].[Na+].[F:20][C:21]1[CH:26]=[CH:25][CH:24]=[C:23](F)[N:22]=1. Product: [F:20][C:21]1[N:22]=[C:23]([O:16][C:13]2[CH:14]=[CH:15][C:7]3[CH:6]([CH2:5][C:4]([OH:3])=[O:17])[O:10][B:9]([OH:11])[C:8]=3[CH:12]=2)[CH:24]=[CH:25][CH:26]=1. The catalyst class is: 3. (5) The catalyst class is: 3. Reactant: [OH:1][C@@H:2]1[CH2:7][CH2:6][CH2:5][CH2:4][C@@H:3]1[N:8]1[C:12]([C:13]2[CH:18]=[CH:17][CH:16]=[CH:15][CH:14]=2)=[C:11]([C:19](O)=[O:20])[N:10]=[CH:9]1.[CH2:22]([N:29]1[CH2:34][CH2:33][NH:32][C@H:31]([CH2:35][C:36]2[CH:41]=[C:40]([F:42])[CH:39]=[C:38]([F:43])[CH:37]=2)[CH2:30]1)[C:23]1[CH:28]=[CH:27][CH:26]=[CH:25][CH:24]=1.CCN=C=NCCCN(C)C.Cl.C1C=CC2N(O)N=NC=2C=1.C(=O)([O-])O.[Na+]. Product: [CH2:22]([N:29]1[CH2:34][CH2:33][N:32]([C:19]([C:11]2[N:10]=[CH:9][N:8]([C@H:3]3[CH2:4][CH2:5][CH2:6][CH2:7][C@H:2]3[OH:1])[C:12]=2[C:13]2[CH:18]=[CH:17][CH:16]=[CH:15][CH:14]=2)=[O:20])[C@H:31]([CH2:35][C:36]2[CH:41]=[C:40]([F:42])[CH:39]=[C:38]([F:43])[CH:37]=2)[CH2:30]1)[C:23]1[CH:24]=[CH:25][CH:26]=[CH:27][CH:28]=1. (6) Reactant: CO[C:3](=[O:13])[CH2:4][CH2:5][O:6][N:7]=[C:8]([O:10][CH2:11][CH3:12])[CH3:9].[CH:14]([NH2:17])([CH3:16])[CH3:15]. The catalyst class is: 5. Product: [CH2:11]([O:10][C:8](=[N:7][O:6][CH2:5][CH2:4][C:3](=[O:13])[NH:17][CH:14]([CH3:16])[CH3:15])[CH3:9])[CH3:12]. (7) Reactant: [Cl:1][C:2]1[C:7]([Cl:8])=[C:6]([C:9]([OH:18])([C:14]([F:17])([F:16])[F:15])[C:10]([F:13])([F:12])[F:11])[CH:5]=[CH:4][C:3]=1[C:19]1[S:23][C:22]([C:24]([O-:26])=O)=[N:21][C:20]=1[C:27]([N:29]1[CH2:34][CH2:33][CH:32]([F:35])[CH2:31][CH2:30]1)=[O:28].[Li+].CC[N:39]([CH:43]([CH3:45])C)[CH:40](C)C.C1C=NC2N(O)N=NC=2C=1.C(O)(=O)C(O)=O.[CH2:62]1C2(CNC2)[CH2:64][S:63]1(=[O:70])=[O:69].CN(C(ON1N=NC2C=CC=NC1=2)=[N+](C)C)C.F[P-](F)(F)(F)(F)F. Product: [Cl:1][C:2]1[C:7]([Cl:8])=[C:6]([C:9]([OH:18])([C:14]([F:15])([F:16])[F:17])[C:10]([F:11])([F:12])[F:13])[CH:5]=[CH:4][C:3]=1[C:19]1[S:23][C:22]([C:24]([N:39]2[CH2:40][C:45]3([CH2:64][S:63](=[O:70])(=[O:69])[CH2:62]3)[CH2:43]2)=[O:26])=[N:21][C:20]=1[C:27]([N:29]1[CH2:34][CH2:33][CH:32]([F:35])[CH2:31][CH2:30]1)=[O:28]. The catalyst class is: 34. (8) Reactant: [Cl:1][C:2]1[C:3]([F:32])=[C:4]([CH:29]=[CH:30][CH:31]=1)[C:5]([N:7]1[CH2:12][CH2:11][C:10]([CH2:16][C:17]2[CH:22]=[CH:21][CH:20]=[C:19]([NH:23][C:24]3[CH:28]=[CH:27][NH:26][N:25]=3)[N:18]=2)([C:13]([OH:15])=O)[CH2:9][CH2:8]1)=[O:6].[Cl-].[NH4+].O.OC1C2N=N[NH:42]C=2C=CC=1.Cl.CN(C)CCCN=C=NCC.C(=O)(O)[O-].[Na+]. Product: [Cl:1][C:2]1[C:3]([F:32])=[C:4]([CH:29]=[CH:30][CH:31]=1)[C:5]([N:7]1[CH2:12][CH2:11][C:10]([CH2:16][C:17]2[CH:22]=[CH:21][CH:20]=[C:19]([NH:23][C:24]3[CH:28]=[CH:27][NH:26][N:25]=3)[N:18]=2)([C:13]([NH2:42])=[O:15])[CH2:9][CH2:8]1)=[O:6]. The catalyst class is: 542. (9) Reactant: [F:1][C:2]1[CH:3]=[C:4]([CH2:12]C(O)=O)[CH:5]=[C:6]([F:11])[C:7]=1[N+:8]([O-:10])=[O:9].C(=O)([O-])[O-].[K+].[K+]. Product: [F:1][C:2]1[CH:3]=[C:4]([CH3:12])[CH:5]=[C:6]([F:11])[C:7]=1[N+:8]([O-:10])=[O:9]. The catalyst class is: 3.